This data is from Retrosynthesis with 50K atom-mapped reactions and 10 reaction types from USPTO. The task is: Predict the reactants needed to synthesize the given product. (1) Given the product CC(C)c1csc(COc2ccn3c(=O)c(/C=C/C(=O)O)c(N4CCCC(O)C4)nc3c2)n1, predict the reactants needed to synthesize it. The reactants are: CC(C)c1csc(COc2ccn3c(=O)c(/C=C/C(=O)OC(C)(C)C)c(N4CCCC(O)C4)nc3c2)n1. (2) Given the product C[C@@H](NC(=O)C1(O)CCC(O[Si](C)(C)C(C)(C)C)CC1)c1ccc(F)cc1, predict the reactants needed to synthesize it. The reactants are: CC(C)(C)[Si](C)(C)OC1CCC(O)(C(=O)O)CC1.C[C@@H](N)c1ccc(F)cc1. (3) Given the product CN(CC[NH3+])C(=O)n1nc(Cn2nnc3c(Oc4cc(Cl)cc(C#N)c4)c(Cl)ccc32)c2cccnc21, predict the reactants needed to synthesize it. The reactants are: CN(CCNC(=O)OC(C)(C)C)C(=O)n1nc(Cn2nnc3c(Oc4cc(Cl)cc(C#N)c4)c(Cl)ccc32)c2cccnc21. (4) Given the product Cc1ccc(Nc2ncc(Br)cn2)cc1[N+](=O)[O-], predict the reactants needed to synthesize it. The reactants are: Cc1ccc(N)cc1[N+](=O)[O-].Clc1ncc(Br)cn1. (5) Given the product COc1cc(C(C)=O)ccc1OCc1ccccc1, predict the reactants needed to synthesize it. The reactants are: BrCc1ccccc1.COc1cc(C(C)=O)ccc1O. (6) Given the product CCCC(C(=O)OCC)c1c(C)nc2ccnn2c1N1CC[C@@H](NC(=O)OC(C)(C)C)C1, predict the reactants needed to synthesize it. The reactants are: CC(C)(C)OC(=O)N[C@@H]1CCNC1.CCCC(C(=O)OCC)c1c(C)nc2ccnn2c1Cl. (7) Given the product Oc1nc(NCc2cccc(Cl)c2)nc2nc[nH]c12, predict the reactants needed to synthesize it. The reactants are: NCc1cccc(Cl)c1.Oc1nc(Cl)nc2nc[nH]c12.